From a dataset of Forward reaction prediction with 1.9M reactions from USPTO patents (1976-2016). Predict the product of the given reaction. (1) Given the reactants Br[C:2]1[C:3]([O:12][CH3:13])=[N:4][CH:5]=[C:6]([CH:11]=1)[C:7]([O:9][CH3:10])=[O:8].C1(C)C=CC=CC=1P(C1C=CC=CC=1C)C1C=CC=CC=1C.[C:36](#[N:39])[CH:37]=[CH2:38].[Cl-].[NH4+], predict the reaction product. The product is: [C:36]([CH:37]=[CH:38][C:2]1[C:3]([O:12][CH3:13])=[N:4][CH:5]=[C:6]([CH:11]=1)[C:7]([O:9][CH3:10])=[O:8])#[N:39]. (2) Given the reactants BrC1C=NC2C3C=CC(C(OC)=O)=CC=3NC=2C=1.[C:19]1([C@@H:25]([CH:27]2[CH2:32][CH2:31][O:30][CH2:29][CH2:28]2)[OH:26])[CH:24]=[CH:23][CH:22]=[CH:21][CH:20]=1, predict the reaction product. The product is: [C:19]1([CH:25]([CH:27]2[CH2:32][CH2:31][O:30][CH2:29][CH2:28]2)[OH:26])[CH:20]=[CH:21][CH:22]=[CH:23][CH:24]=1. (3) The product is: [CH3:22][CH:3]1[N:2]([CH3:1])[C:11]2[C:6](=[CH:7][C:8]([C:18]([F:19])([F:21])[F:20])=[C:9]([C:12]3[CH:13]=[N:14][N:15]([CH3:17])[CH:16]=3)[CH:10]=2)[N:5]([C:24]2[C:28]3[CH2:29][N:30]([C:33]([O:35][C:36]([CH3:38])([CH3:39])[CH3:37])=[O:34])[CH2:31][CH2:32][C:27]=3[N:26]([CH:40]3[CH2:41][CH2:42][O:43][CH2:44][CH2:45]3)[N:25]=2)[CH2:4]1. Given the reactants [CH3:1][N:2]1[C:11]2[C:6](=[CH:7][C:8]([C:18]([F:21])([F:20])[F:19])=[C:9]([C:12]3[CH:13]=[N:14][N:15]([CH3:17])[CH:16]=3)[CH:10]=2)[NH:5][CH2:4][CH:3]1[CH3:22].Br[C:24]1[C:28]2[CH2:29][N:30]([C:33]([O:35][C:36]([CH3:39])([CH3:38])[CH3:37])=[O:34])[CH2:31][CH2:32][C:27]=2[N:26]([CH:40]2[CH2:45][CH2:44][O:43][CH2:42][CH2:41]2)[N:25]=1.C(O[Na])(C)(C)C.C1(P(C2CCCCC2)C2C=CC=CC=2C2C(OC(C)C)=CC=CC=2OC(C)C)CCCCC1, predict the reaction product. (4) Given the reactants [CH2:1]([O:3][C:4](=[O:21])[C:5]1[CH:10]=[CH:9][C:8]([Br:11])=[C:7]([CH2:12][NH:13][CH2:14][C:15]2[CH:20]=[CH:19][CH:18]=[CH:17][CH:16]=2)[CH:6]=1)[CH3:2].C(N(C(C)C)CC)(C)C.[CH:31]1([C:34](Cl)=[O:35])[CH2:33][CH2:32]1, predict the reaction product. The product is: [CH2:1]([O:3][C:4](=[O:21])[C:5]1[CH:10]=[CH:9][C:8]([Br:11])=[C:7]([CH2:12][N:13]([CH2:14][C:15]2[CH:20]=[CH:19][CH:18]=[CH:17][CH:16]=2)[C:34]([CH:31]2[CH2:33][CH2:32]2)=[O:35])[CH:6]=1)[CH3:2]. (5) Given the reactants CN(C)[CH:3]=[N:4][C:5]1[C:10]([C:11]([F:14])([F:13])[F:12])=[CH:9][C:8]([C:15]2[CH:20]=[CH:19][C:18]([C:21]([F:24])([F:23])[F:22])=[CH:17][CH:16]=2)=[CH:7][N:6]=1.Br[CH2:27][C:28]([O:30][CH2:31][CH3:32])=[O:29].CCN(C(C)C)C(C)C.C([O-])(O)=O.[Na+], predict the reaction product. The product is: [CH2:31]([O:30][C:28]([C:27]1[N:6]2[CH:7]=[C:8]([C:15]3[CH:20]=[CH:19][C:18]([C:21]([F:24])([F:22])[F:23])=[CH:17][CH:16]=3)[CH:9]=[C:10]([C:11]([F:12])([F:13])[F:14])[C:5]2=[N:4][CH:3]=1)=[O:29])[CH3:32].